This data is from Forward reaction prediction with 1.9M reactions from USPTO patents (1976-2016). The task is: Predict the product of the given reaction. Given the reactants [F:1][C:2]1[CH:9]=[CH:8][CH:7]=[C:6]([F:10])[C:3]=1[CH2:4][NH2:5].C(OC)(OC)OC.[C:18]([O:24][CH2:25][CH3:26])(=[O:23])[CH2:19][C:20]([CH3:22])=O, predict the reaction product. The product is: [CH2:25]([O:24][C:18](=[O:23])/[CH:19]=[C:20](\[NH:5][CH2:4][C:3]1[C:2]([F:1])=[CH:9][CH:8]=[CH:7][C:6]=1[F:10])/[CH3:22])[CH3:26].